From a dataset of Catalyst prediction with 721,799 reactions and 888 catalyst types from USPTO. Predict which catalyst facilitates the given reaction. (1) Reactant: [CH3:1][C:2]1([CH3:35])[C:6]2=[N:7][CH:8]=[C:9]([N:11]3[CH2:16][CH2:15][O:14][CH2:13][CH2:12]3)[CH:10]=[C:5]2[N:4]([C:17]2[C:26]3[C:21](=[CH:22][C:23]([F:27])=[CH:24][CH:25]=3)[N:20]=[C:19]([C:28]3[CH:33]=[CH:32][CH:31]=[CH:30][N:29]=3)[C:18]=2[CH3:34])[CH2:3]1.C1C(=O)N([Br:43])C(=O)C1. Product: [Br:43][C:8]1[N:7]=[C:6]2[C:2]([CH3:35])([CH3:1])[CH2:3][N:4]([C:17]3[C:26]4[C:21](=[CH:22][C:23]([F:27])=[CH:24][CH:25]=4)[N:20]=[C:19]([C:28]4[CH:33]=[CH:32][CH:31]=[CH:30][N:29]=4)[C:18]=3[CH3:34])[C:5]2=[CH:10][C:9]=1[N:11]1[CH2:16][CH2:15][O:14][CH2:13][CH2:12]1. The catalyst class is: 10. (2) Reactant: [F:1][C:2]1([F:15])[O:7][C:6]2[CH:8]=[CH:9][CH:10]=[C:11]([NH2:12])[C:5]=2[O:4][C:3]1([F:14])[F:13].[C:16]([O:20][C:21](=[O:29])[N:22]([CH2:26][CH2:27]Cl)[CH2:23][CH2:24]Cl)([CH3:19])([CH3:18])[CH3:17].[H-].[Na+]. Product: [C:16]([O:20][C:21]([N:22]1[CH2:26][CH2:27][N:12]([C:11]2[C:5]3[O:4][C:3]([F:13])([F:14])[C:2]([F:1])([F:15])[O:7][C:6]=3[CH:8]=[CH:9][CH:10]=2)[CH2:24][CH2:23]1)=[O:29])([CH3:19])([CH3:18])[CH3:17]. The catalyst class is: 3. (3) Reactant: [F:1][C:2]1[CH:3]=[C:4]2[C:8](=[CH:9][CH:10]=1)[NH:7][C:6](=[O:11])[CH2:5]2.[C:12]1([C:21]2[C:16](=[CH:17][CH:18]=[CH:19][CH:20]=2)[CH2:15][O:14]1)=O.C[Si](C)(C)N[Si](C)(C)C.[Na]. Product: [F:1][C:2]1[CH:3]=[C:4]2[C:8](=[CH:9][CH:10]=1)[NH:7][C:6](=[O:11])[C:5]2=[C:12]1[C:21]2[C:16](=[CH:17][CH:18]=[CH:19][CH:20]=2)[CH2:15][O:14]1. The catalyst class is: 3. (4) Reactant: Cl[C:2]1[N:7]=[C:6]([CH2:8][CH2:9][C:10]2[CH:15]=[CH:14][CH:13]=[CH:12][C:11]=2[C:16]2([C:19]([NH2:21])=[O:20])[CH2:18][CH2:17]2)[C:5]([Cl:22])=[CH:4][N:3]=1.[NH2:23][C:24]1[CH:29]=[CH:28][C:27]([CH:30]([NH:32][C:33](=[O:39])[O:34][C:35]([CH3:38])([CH3:37])[CH3:36])[CH3:31])=[CH:26][CH:25]=1.CC1(C)C2C(=C(P(C3C=CC=CC=3)C3C=CC=CC=3)C=CC=2)OC2C(P(C3C=CC=CC=3)C3C=CC=CC=3)=CC=CC1=2.C([O-])([O-])=O.[Cs+].[Cs+]. Product: [C:19]([C:16]1([C:11]2[CH:12]=[CH:13][CH:14]=[CH:15][C:10]=2[CH2:9][CH2:8][C:6]2[C:5]([Cl:22])=[CH:4][N:3]=[C:2]([NH:23][C:24]3[CH:29]=[CH:28][C:27]([CH:30]([NH:32][C:33](=[O:39])[O:34][C:35]([CH3:38])([CH3:37])[CH3:36])[CH3:31])=[CH:26][CH:25]=3)[N:7]=2)[CH2:18][CH2:17]1)(=[O:20])[NH2:21]. The catalyst class is: 160. (5) The catalyst class is: 6. Reactant: [S:1](=[O:5])(=[O:4])([OH:3])[OH:2].[N+:6]([C:9]1[CH:15]=[CH:14][CH:13]=[CH:12][C:10]=1[NH2:11])([O-:8])=[O:7].[N:16]([O-])=O.[Na+]. Product: [S:1](=[O:3])(=[O:2])([OH:5])[O-:4].[N+:6]([C:9]1[CH:15]=[CH:14][CH:13]=[CH:12][C:10]=1[N+:11]#[N:16])([O-:8])=[O:7].